From a dataset of NCI-60 drug combinations with 297,098 pairs across 59 cell lines. Regression. Given two drug SMILES strings and cell line genomic features, predict the synergy score measuring deviation from expected non-interaction effect. (1) Drug 1: C1C(C(OC1N2C=C(C(=O)NC2=O)F)CO)O. Drug 2: C1C(C(OC1N2C=NC3=C(N=C(N=C32)Cl)N)CO)O. Cell line: TK-10. Synergy scores: CSS=38.0, Synergy_ZIP=-8.65, Synergy_Bliss=-5.43, Synergy_Loewe=-1.43, Synergy_HSA=0.511. (2) Drug 1: C1C(C(OC1N2C=NC3=C(N=C(N=C32)Cl)N)CO)O. Drug 2: C1=NC(=NC(=O)N1C2C(C(C(O2)CO)O)O)N. Cell line: KM12. Synergy scores: CSS=30.6, Synergy_ZIP=-12.2, Synergy_Bliss=-11.5, Synergy_Loewe=-24.5, Synergy_HSA=-7.48. (3) Drug 1: CC1=C(C(CCC1)(C)C)C=CC(=CC=CC(=CC(=O)O)C)C. Drug 2: CN(CCCl)CCCl.Cl. Cell line: SF-268. Synergy scores: CSS=15.5, Synergy_ZIP=-1.81, Synergy_Bliss=1.57, Synergy_Loewe=-3.78, Synergy_HSA=0.955. (4) Drug 1: CS(=O)(=O)CCNCC1=CC=C(O1)C2=CC3=C(C=C2)N=CN=C3NC4=CC(=C(C=C4)OCC5=CC(=CC=C5)F)Cl. Drug 2: C1C(C(OC1N2C=NC(=NC2=O)N)CO)O. Cell line: SF-268. Synergy scores: CSS=0.508, Synergy_ZIP=-0.262, Synergy_Bliss=0.286, Synergy_Loewe=-1.73, Synergy_HSA=-1.54. (5) Drug 1: C1=CC(=CC=C1CCCC(=O)O)N(CCCl)CCCl. Drug 2: C1=NC2=C(N1)C(=S)N=C(N2)N. Cell line: MOLT-4. Synergy scores: CSS=60.2, Synergy_ZIP=-2.12, Synergy_Bliss=-1.46, Synergy_Loewe=-2.33, Synergy_HSA=1.21. (6) Drug 1: CNC(=O)C1=CC=CC=C1SC2=CC3=C(C=C2)C(=NN3)C=CC4=CC=CC=N4. Drug 2: CC(C)(C#N)C1=CC(=CC(=C1)CN2C=NC=N2)C(C)(C)C#N. Cell line: A549. Synergy scores: CSS=5.29, Synergy_ZIP=-2.80, Synergy_Bliss=-3.65, Synergy_Loewe=-2.64, Synergy_HSA=-3.60. (7) Cell line: HL-60(TB). Drug 1: CN(CC1=CN=C2C(=N1)C(=NC(=N2)N)N)C3=CC=C(C=C3)C(=O)NC(CCC(=O)O)C(=O)O. Synergy scores: CSS=41.2, Synergy_ZIP=-17.9, Synergy_Bliss=-40.6, Synergy_Loewe=-16.5, Synergy_HSA=-34.4. Drug 2: CC1C(C(CC(O1)OC2CC(CC3=C2C(=C4C(=C3O)C(=O)C5=CC=CC=C5C4=O)O)(C(=O)C)O)N)O.